Dataset: Reaction yield outcomes from USPTO patents with 853,638 reactions. Task: Predict the reaction yield, written as a fraction of the theoretical maximum amount of product (1.0 means a 100% yield; for example, 0.34 means a 34% yield). (1) The reactants are [CH3:1][C:2]1[CH:3]=[CH:4][CH:5]=[CH:6][C:7]=1[NH2:8].CCN(CC)CC.[CH3:16][C:17]([CH3:22])([CH3:21])[C:18](Cl)=[O:19]. The catalyst is C(Cl)Cl. The product is [CH3:16][C:17]([CH3:22])([CH3:21])[C:18]([NH:8][C:7]1[CH:6]=[CH:5][CH:4]=[CH:3][C:2]=1[CH3:1])=[O:19]. The yield is 0.920. (2) The reactants are [F:1][C:2]1[CH:8]=[C:7]([C:9]2[N:10]=[C:11]([N:20]3[CH2:25][CH2:24][O:23][CH2:22][C@@H:21]3[CH3:26])[C:12]3[CH2:18][CH2:17][N:16]([CH3:19])[CH2:15][C:13]=3[N:14]=2)[C:6]([F:27])=[CH:5][C:3]=1[NH2:4].[CH2:28]([N:30]=[C:31]=[O:32])[CH3:29]. No catalyst specified. The product is [F:1][C:2]1[CH:8]=[C:7]([C:9]2[N:10]=[C:11]([N:20]3[CH2:25][CH2:24][O:23][CH2:22][C@@H:21]3[CH3:26])[C:12]3[CH2:18][CH2:17][N:16]([CH3:19])[CH2:15][C:13]=3[N:14]=2)[C:6]([F:27])=[CH:5][C:3]=1[NH:4][C:31]([NH:30][CH2:28][CH3:29])=[O:32]. The yield is 0.110. (3) The reactants are [NH:1]1[C:9]2[C:4](=[N:5][CH:6]=[C:7]([C:10]([O:12]C)=[O:11])[CH:8]=2)[CH:3]=[N:2]1.[OH-].[Na+]. The catalyst is CO.O. The product is [NH:1]1[C:9]2[C:4](=[N:5][CH:6]=[C:7]([C:10]([OH:12])=[O:11])[CH:8]=2)[CH:3]=[N:2]1. The yield is 0.210. (4) The reactants are Cl[CH2:2][CH2:3][CH2:4][N:5]1[C:14]2[C:9](=[CH:10][CH:11]=[C:12](C)[CH:13]=2)[CH2:8][CH2:7][C:6]1=[O:16].[CH2:17]([CH:21]1[CH2:26][CH2:25][NH:24][CH2:23][CH2:22]1)[CH2:18][CH2:19][CH3:20].[C:27]([O-])([O-])=O.[K+].[K+]. The catalyst is CC#N. The product is [CH2:17]([CH:21]1[CH2:26][CH2:25][N:24]([CH2:2][CH2:3][CH2:4][N:5]2[C:14]3[C:9](=[C:10]([CH3:27])[CH:11]=[CH:12][CH:13]=3)[CH2:8][CH2:7][C:6]2=[O:16])[CH2:23][CH2:22]1)[CH2:18][CH2:19][CH3:20]. The yield is 0.740. (5) The reactants are Cl.O1CCOCC1.[CH2:8]([O:10][C:11]([C:13]1[CH:14]=[N:15][N:16]([C:18]2[N:27](COCCOC)[C:26](=[O:34])[C:25]3[C:20](=[CH:21][C:22]([C:35]4[CH:40]=[CH:39][CH:38]=[CH:37][CH:36]=4)=[CH:23][CH:24]=3)[N:19]=2)[CH:17]=1)=[O:12])[CH3:9]. No catalyst specified. The product is [CH2:8]([O:10][C:11]([C:13]1[CH:14]=[N:15][N:16]([C:18]2[NH:27][C:26](=[O:34])[C:25]3[C:20](=[CH:21][C:22]([C:35]4[CH:40]=[CH:39][CH:38]=[CH:37][CH:36]=4)=[CH:23][CH:24]=3)[N:19]=2)[CH:17]=1)=[O:12])[CH3:9]. The yield is 0.530. (6) The reactants are [I-].[CH:2]1([CH2:7]P(C2C=CC=CC=2)(C2C=CC=CC=2)C2C=CC=CC=2)[CH2:6][CH2:5][CH2:4][CH2:3]1.C[Si]([N-][Si](C)(C)C)(C)C.[Na+].[CH2:37]([O:39][C:40](=[O:52])[C:41]([C:43]1[CH:48]=[CH:47][C:46]([S:49][CH3:50])=[C:45]([Cl:51])[CH:44]=1)=O)[CH3:38]. The catalyst is O1CCCC1.O. The product is [CH2:37]([O:39][C:40](=[O:52])[C:41]([C:43]1[CH:48]=[CH:47][C:46]([S:49][CH3:50])=[C:45]([Cl:51])[CH:44]=1)=[CH:7][CH:2]1[CH2:6][CH2:5][CH2:4][CH2:3]1)[CH3:38]. The yield is 0.600. (7) The reactants are P(C)(C)C.[N:5]([CH2:8][C:9]1[N:10]=[N:11][C:12]([C:15]2[CH:20]=[CH:19][CH:18]=[CH:17][C:16]=2[Cl:21])=[CH:13][CH:14]=1)=[N+]=[N-].[Si:22]([O:29][C@@H:30]1[CH2:35][CH2:34][CH2:33][N:32]([C:36]2[CH:41]=[CH:40][N:39]=[CH:38][C:37]=2[N:42]=[C:43]=S)[CH2:31]1)([C:25]([CH3:28])([CH3:27])[CH3:26])([CH3:24])[CH3:23]. The catalyst is C1COCC1.CCOC(C)=O. The product is [Si:22]([O:29][C@@H:30]1[CH2:35][CH2:34][CH2:33][N:32]([C:36]2[CH:41]=[CH:40][N:39]=[CH:38][C:37]=2[NH:42][C:43]2[N:10]3[N:11]=[C:12]([C:15]4[CH:20]=[CH:19][CH:18]=[CH:17][C:16]=4[Cl:21])[CH:13]=[CH:14][C:9]3=[CH:8][N:5]=2)[CH2:31]1)([C:25]([CH3:28])([CH3:27])[CH3:26])([CH3:24])[CH3:23]. The yield is 0.590.